From a dataset of Full USPTO retrosynthesis dataset with 1.9M reactions from patents (1976-2016). Predict the reactants needed to synthesize the given product. Given the product [CH3:1][O:2][CH2:3][CH:4]([CH3:31])[O:5][C:6]1[CH:7]=[C:8]([O:20][C:21]2[CH:26]=[CH:25][C:24]([S:27]([CH3:30])(=[O:29])=[O:28])=[CH:23][CH:22]=2)[CH:9]=[C:10]2[C:14]=1[NH:13][C:12]([C:15]([OH:17])=[O:16])=[CH:11]2, predict the reactants needed to synthesize it. The reactants are: [CH3:1][O:2][CH2:3][CH:4]([CH3:31])[O:5][C:6]1[CH:7]=[C:8]([O:20][C:21]2[CH:26]=[CH:25][C:24]([S:27]([CH3:30])(=[O:29])=[O:28])=[CH:23][CH:22]=2)[CH:9]=[C:10]2[C:14]=1[NH:13][C:12]([C:15]([O:17]CC)=[O:16])=[CH:11]2.O1CCCC1.[OH-].[Na+].